From a dataset of Peptide-MHC class II binding affinity with 134,281 pairs from IEDB. Regression. Given a peptide amino acid sequence and an MHC pseudo amino acid sequence, predict their binding affinity value. This is MHC class II binding data. (1) The peptide sequence is KYSYYPEDPVKLASI. The MHC is DRB1_0901 with pseudo-sequence DRB1_0901. The binding affinity (normalized) is 0.340. (2) The peptide sequence is VEDEARRMWASAQNI. The MHC is DRB1_0101 with pseudo-sequence DRB1_0101. The binding affinity (normalized) is 0.459. (3) The MHC is DRB1_0701 with pseudo-sequence DRB1_0701. The binding affinity (normalized) is 0. The peptide sequence is NRFSYIPNGALKFVD. (4) The peptide sequence is IQYVNYWFAPGAGAA. The MHC is DRB5_0101 with pseudo-sequence DRB5_0101. The binding affinity (normalized) is 0.520. (5) The binding affinity (normalized) is 0.187. The MHC is DRB1_0101 with pseudo-sequence DRB1_0101. The peptide sequence is HVVIEAYTAAVELMP. (6) The peptide sequence is YQIAFSRGNRAFIAI. The MHC is HLA-DPA10103-DPB10201 with pseudo-sequence HLA-DPA10103-DPB10201. The binding affinity (normalized) is 0.394.